Dataset: Forward reaction prediction with 1.9M reactions from USPTO patents (1976-2016). Task: Predict the product of the given reaction. (1) Given the reactants [CH2:1]([O:3][C:4]([C:6]1[N:7]([C:16]2[CH:21]=[CH:20][C:19]([O:22][CH:23]([CH3:25])[CH3:24])=[CH:18][CH:17]=2)[C:8]2[C:13]([CH:14]=1)=[CH:12][C:11]([OH:15])=[CH:10][CH:9]=2)=[O:5])[CH3:2].[C:26]([C:30]1[CH:35]=[CH:34][C:33](B(O)O)=[CH:32][CH:31]=1)([CH3:29])([CH3:28])[CH3:27], predict the reaction product. The product is: [CH2:1]([O:3][C:4]([C:6]1[N:7]([C:16]2[CH:21]=[CH:20][C:19]([O:22][CH:23]([CH3:24])[CH3:25])=[CH:18][CH:17]=2)[C:8]2[C:13]([CH:14]=1)=[CH:12][C:11]([O:15][C:33]1[CH:34]=[CH:35][C:30]([C:26]([CH3:29])([CH3:28])[CH3:27])=[CH:31][CH:32]=1)=[CH:10][CH:9]=2)=[O:5])[CH3:2]. (2) Given the reactants [C:1]1([Si:7]([C:10]2[CH:15]=[CH:14][CH:13]=[CH:12][CH:11]=2)([OH:9])[OH:8])[CH:6]=[CH:5][CH:4]=[CH:3][CH:2]=1.[CH2:16](O[SiH](OCC)OCC)[CH3:17].[SiH2](O)O.O1CC[CH2:31][CH2:30]1, predict the reaction product. The product is: [CH2:16]([O:8][Si:7]([C:10]1[CH:15]=[CH:14][CH:13]=[CH:12][CH:11]=1)([C:1]1[CH:2]=[CH:3][CH:4]=[CH:5][CH:6]=1)[OH:9])[CH3:17].[CH2:16]([O:8][Si:7]([O:9][CH2:30][CH3:31])([C:10]1[CH:15]=[CH:14][CH:13]=[CH:12][CH:11]=1)[C:1]1[CH:2]=[CH:3][CH:4]=[CH:5][CH:6]=1)[CH3:17]. (3) Given the reactants [C:1]1([NH:7][NH2:8])[CH:6]=[CH:5][CH:4]=[CH:3][CH:2]=1.[Cl:9][C:10]1[CH:15]=[CH:14][C:13](Br)=[CH:12][CH:11]=1.C1C=CC(P(C2C(C3C(P(C4C=CC=CC=4)C4C=CC=CC=4)=CC=C4C=3C=CC=C4)=C3C(C=CC=C3)=CC=2)C2C=CC=CC=2)=CC=1.CC([O-])(C)C.[Na+], predict the reaction product. The product is: [Cl:9][C:10]1[CH:15]=[CH:14][C:13]([N:7]([C:1]2[CH:6]=[CH:5][CH:4]=[CH:3][CH:2]=2)[NH2:8])=[CH:12][CH:11]=1. (4) Given the reactants [C:1]([C:5]1[O:10][C:9](=O)[CH:8]=[C:7]([OH:12])[CH:6]=1)([CH3:4])([CH3:3])[CH3:2].[NH4+:13].[OH-], predict the reaction product. The product is: [C:1]([C:5]1[NH:13][C:9](=[O:10])[CH:8]=[C:7]([OH:12])[CH:6]=1)([CH3:4])([CH3:3])[CH3:2]. (5) Given the reactants [Cl:1][C:2]1[C:10]([CH3:11])=[N:9][C:8]2[N:4]([N:5]=[C:6]3[CH2:14][N:13]([C:15]([C:17]4[CH:22]=[CH:21][C:20]([F:23])=[CH:19][C:18]=4[O:24][CH:25]4[CH2:30][CH2:29][NH:28][CH2:27][CH2:26]4)=[O:16])[CH2:12][C:7]3=2)[C:3]=1[CH3:31].[CH3:32][C:33]([CH3:35])=O.C(O[BH-](OC(=O)C)OC(=O)C)(=O)C.[Na+], predict the reaction product. The product is: [Cl:1][C:2]1[C:10]([CH3:11])=[N:9][C:8]2[N:4]([N:5]=[C:6]3[CH2:14][N:13]([C:15]([C:17]4[CH:22]=[CH:21][C:20]([F:23])=[CH:19][C:18]=4[O:24][CH:25]4[CH2:30][CH2:29][N:28]([CH:33]([CH3:35])[CH3:32])[CH2:27][CH2:26]4)=[O:16])[CH2:12][C:7]3=2)[C:3]=1[CH3:31]. (6) Given the reactants Cl.[NH:2]1[CH2:5][CH:4]([C:6]2[CH:27]=[CH:26][C:9]3[C:10]4[N:14]([CH2:15][CH2:16][O:17][C:8]=3[CH:7]=2)[CH:13]=[C:12]([C:18]2[N:19]([CH:23]([CH3:25])[CH3:24])[N:20]=[CH:21][N:22]=2)[N:11]=4)[CH2:3]1.Br[CH2:29][C:30]([NH2:32])=[O:31].CO, predict the reaction product. The product is: [CH:23]([N:19]1[C:18]([C:12]2[N:11]=[C:10]3[C:9]4[CH:26]=[CH:27][C:6]([CH:4]5[CH2:3][N:2]([CH2:29][C:30]([NH2:32])=[O:31])[CH2:5]5)=[CH:7][C:8]=4[O:17][CH2:16][CH2:15][N:14]3[CH:13]=2)=[N:22][CH:21]=[N:20]1)([CH3:24])[CH3:25]. (7) Given the reactants [CH2:1]([O:3][C:4]([CH:6]1[CH2:11][CH2:10][C:9](=[O:12])[CH2:8][CH2:7]1)=[O:5])[CH3:2].[CH2:13](O)[CH2:14][OH:15].C1(C)C=CC(S(O)(=O)=O)=CC=1, predict the reaction product. The product is: [CH2:1]([O:3][C:4]([CH:6]1[CH2:11][CH2:10][C:9]2([O:15][CH2:14][CH2:13][O:12]2)[CH2:8][CH2:7]1)=[O:5])[CH3:2]. (8) The product is: [CH3:2][C:13]1([C:18]([O:20][CH2:21][CH3:22])=[O:19])[CH2:17][CH2:16][CH2:15][CH2:14]1. Given the reactants [Li][CH2:2]CCC.C(NC(C)C)(C)C.[CH:13]1([C:18]([O:20][CH2:21][CH3:22])=[O:19])[CH2:17][CH2:16][CH2:15][CH2:14]1.IC, predict the reaction product. (9) Given the reactants [Cl:1][C:2]1[CH:7]=[C:6](I)[C:5]([I:9])=[CH:4][C:3]=1[Cl:10].[OH:11][C:12]1[CH:13]=[C:14](B(O)O)[CH:15]=[CH:16][CH:17]=1.C([O-])([O-])=O.[Na+].[Na+].O, predict the reaction product. The product is: [Cl:10][C:3]1[C:2]([Cl:1])=[CH:7][C:6]([C:16]2[CH:17]=[C:12]([OH:11])[CH:13]=[CH:14][CH:15]=2)=[C:5]([I:9])[CH:4]=1. (10) Given the reactants [CH3:1][C:2]1[CH:10]=[CH:9][C:8]([N+:11]([O-:13])=[O:12])=[CH:7][C:3]=1[C:4]([O-:6])=[O:5].OS(O)(=O)=O.[CH3:19]O, predict the reaction product. The product is: [CH3:1][C:2]1[CH:10]=[CH:9][C:8]([N+:11]([O-:13])=[O:12])=[CH:7][C:3]=1[C:4]([O:6][CH3:19])=[O:5].